Predict the product of the given reaction. From a dataset of Forward reaction prediction with 1.9M reactions from USPTO patents (1976-2016). (1) The product is: [F:1][C:2]1[CH:7]=[CH:6][CH:5]=[CH:4][C:3]=1[C:8]1[C:9]([C:17]([O:19][CH3:20])=[O:18])=[CH:10][C:11]([CH2:14][OH:15])=[CH:12][CH:13]=1. Given the reactants [F:1][C:2]1[CH:7]=[CH:6][CH:5]=[CH:4][C:3]=1[C:8]1[CH:13]=[CH:12][C:11]([C:14](O)=[O:15])=[CH:10][C:9]=1[C:17]([O:19][CH3:20])=[O:18], predict the reaction product. (2) The product is: [CH3:1][O:2][C:3]([C:5]1[CH:6]=[CH:7][CH:8]=[C:9]2[C:14]=1[N:13]=[CH:12][C:11]([O:15][C:16]1[C:17]([Cl:26])=[CH:18][C:19]([NH2:23])=[CH:20][C:21]=1[Cl:22])=[CH:10]2)=[O:4]. Given the reactants [CH3:1][O:2][C:3]([C:5]1[CH:6]=[CH:7][CH:8]=[C:9]2[C:14]=1[N:13]=[CH:12][C:11]([O:15][C:16]1[C:21]([Cl:22])=[CH:20][C:19]([N+:23]([O-])=O)=[CH:18][C:17]=1[Cl:26])=[CH:10]2)=[O:4].[NH4+].[Cl-], predict the reaction product. (3) Given the reactants [F:1][C:2]1[CH:3]=[C:4]([CH3:9])[CH:5]=[CH:6][C:7]=1[F:8].[N+:10]([O-])([O-:12])=[O:11].[K+], predict the reaction product. The product is: [N+:10]([C:5]1[C:4]([CH3:9])=[CH:3][C:2]([F:1])=[C:7]([F:8])[CH:6]=1)([O-:12])=[O:11]. (4) Given the reactants [CH3:1][N:2]1[CH2:7][CH2:6][C:5]2([CH2:16][C:15]3[C:10](=[N:11][CH:12]=[C:13](/[CH:17]=[CH:18]/[C:19]([O:21]CC)=[O:20])[CH:14]=3)[NH:9][C:8]2=[O:24])[CH2:4][CH2:3]1.[OH-].[Na+].C(Cl)[Cl:28].CO, predict the reaction product. The product is: [ClH:28].[CH3:1][N:2]1[CH2:3][CH2:4][C:5]2([CH2:16][C:15]3[C:10](=[N:11][CH:12]=[C:13](/[CH:17]=[CH:18]/[C:19]([OH:21])=[O:20])[CH:14]=3)[NH:9][C:8]2=[O:24])[CH2:6][CH2:7]1. (5) Given the reactants [Si:1]([O:18][CH:19]1[CH2:24][CH2:23][CH:22]([C:25]([NH2:27])=O)[CH2:21][CH2:20]1)([C:14]([CH3:17])([CH3:16])[CH3:15])([C:8]1[CH:13]=[CH:12][CH:11]=[CH:10][CH:9]=1)[C:2]1[CH:7]=[CH:6][CH:5]=[CH:4][CH:3]=1.CS(C)=O.C(Cl)(=O)C(Cl)=O.C(N(CC)CC)C, predict the reaction product. The product is: [Si:1]([O:18][CH:19]1[CH2:20][CH2:21][CH:22]([C:25]#[N:27])[CH2:23][CH2:24]1)([C:14]([CH3:17])([CH3:16])[CH3:15])([C:8]1[CH:13]=[CH:12][CH:11]=[CH:10][CH:9]=1)[C:2]1[CH:3]=[CH:4][CH:5]=[CH:6][CH:7]=1. (6) The product is: [NH:48]1[C:5]2[C:6](=[CH:7][C:2]([CH2:1][NH:8][CH:36]([CH:38]3[CH2:39][CH2:40]3)[CH3:37])=[CH:3][CH:4]=2)[CH:42]=[CH:41]1. Given the reactants [CH2:1]([N:8]([CH:36]([CH:38]1[CH2:40][CH2:39]1)[CH3:37])C(=O)CN1C(=O)[C@]2(C3C(=CC(NC(C4C=NOC=4C)=O)=CC=3)CC2)NC1=O)[C:2]1[CH:7]=[CH:6][CH:5]=[CH:4][CH:3]=1.[CH2:41]([NH2:48])[C:42]1C=CC=CC=1.[BH-](OC(C)=O)(OC(C)=O)OC(C)=O.[Na+], predict the reaction product. (7) Given the reactants [OH:1][CH2:2][CH2:3][CH2:4][CH2:5][NH:6][C:7]([C:9]1[N:10]=[N:11][C:12](Cl)=[CH:13][CH:14]=1)=[O:8].[N:16]1([C:22]([C:24]2[CH:29]=[CH:28][CH:27]=[CH:26][C:25]=2[C:30]([F:33])([F:32])[F:31])=[O:23])[CH2:21][CH2:20][NH:19][CH2:18][CH2:17]1, predict the reaction product. The product is: [OH:1][CH2:2][CH2:3][CH2:4][CH2:5][NH:6][C:7]([C:9]1[N:10]=[N:11][C:12]([N:19]2[CH2:20][CH2:21][N:16]([C:22](=[O:23])[C:24]3[CH:29]=[CH:28][CH:27]=[CH:26][C:25]=3[C:30]([F:33])([F:31])[F:32])[CH2:17][CH2:18]2)=[CH:13][CH:14]=1)=[O:8].